Dataset: Forward reaction prediction with 1.9M reactions from USPTO patents (1976-2016). Task: Predict the product of the given reaction. (1) Given the reactants O=P(Cl)(Cl)Cl.[NH2:6][C:7]1[CH:8]=[N:9][CH:10]=[C:11]([F:38])[C:12]=1[C:13]#[C:14][C@H:15]1[CH2:20][N:19]([C:21]([O:23][C:24]([CH3:27])([CH3:26])[CH3:25])=[O:22])[CH2:18][CH2:17][N:16]1[C:28]([O:30][CH2:31][C:32]1[CH:37]=[CH:36][CH:35]=[CH:34][CH:33]=1)=[O:29].[F:39][C:40]1[CH:41]=[C:42]([C@H:47]([C:52]2[CH:57]=[CH:56][C:55]([F:58])=[CH:54][CH:53]=2)[CH2:48][C:49](O)=[O:50])[CH:43]=[C:44]([F:46])[CH:45]=1.C([O-])(O)=O.[Na+], predict the reaction product. The product is: [F:39][C:40]1[CH:41]=[C:42]([C@H:47]([C:52]2[CH:57]=[CH:56][C:55]([F:58])=[CH:54][CH:53]=2)[CH2:48][C:49]([NH:6][C:7]2[CH:8]=[N:9][CH:10]=[C:11]([F:38])[C:12]=2[C:13]#[C:14][C@H:15]2[CH2:20][N:19]([C:21]([O:23][C:24]([CH3:26])([CH3:25])[CH3:27])=[O:22])[CH2:18][CH2:17][N:16]2[C:28]([O:30][CH2:31][C:32]2[CH:33]=[CH:34][CH:35]=[CH:36][CH:37]=2)=[O:29])=[O:50])[CH:43]=[C:44]([F:46])[CH:45]=1. (2) Given the reactants C[O:2][C:3]1[CH:12]=[C:11]2[C:6]([CH2:7][CH2:8][C@@H:9]([NH2:13])[CH2:10]2)=[CH:5][CH:4]=1.[BrH:14], predict the reaction product. The product is: [BrH:14].[NH2:13][C@H:9]1[CH2:10][C:11]2[CH:12]=[C:3]([OH:2])[CH:4]=[CH:5][C:6]=2[CH2:7][CH2:8]1. (3) Given the reactants [O:1]=[C:2]1[N:11]([CH:12]2[CH2:16][C:15](=[O:17])[NH:14][C:13]2=[O:18])[CH2:10][C:9]2[C:4](=[CH:5][CH:6]=[CH:7][CH:8]=2)[NH:3]1, predict the reaction product. The product is: [O:1]=[C:2]1[N:11]([CH:12]2[CH:16]([C:4]3[CH:9]=[CH:8][CH:7]=[CH:6][CH:5]=3)[C:15](=[O:17])[NH:14][C:13]2=[O:18])[CH2:10][C:9]2[C:4](=[CH:5][CH:6]=[CH:7][CH:8]=2)[NH:3]1. (4) The product is: [N:4]1[CH:3]=[C:2]([C:19]2[CH:18]=[CH:17][C:16]([CH:14]=[O:15])=[CH:21][CH:20]=2)[CH:7]=[N:6][CH:5]=1. Given the reactants Br[C:2]1[CH:3]=[N:4][CH:5]=[N:6][CH:7]=1.C(=O)([O-])[O-].[Na+].[Na+].[CH:14]([C:16]1[CH:17]=[C:18](B(O)O)[CH:19]=[CH:20][CH:21]=1)=[O:15], predict the reaction product. (5) The product is: [F:1][C:2]([F:16])([C:12]([F:15])([F:14])[F:13])[CH2:3][CH2:4][CH2:5][S:6]([CH2:8][CH2:9][CH2:10][NH:17][CH2:18][CH2:19][OH:20])=[O:7]. Given the reactants [F:1][C:2]([F:16])([C:12]([F:15])([F:14])[F:13])[CH2:3][CH2:4][CH2:5][S:6]([CH2:8][CH2:9][CH2:10]Cl)=[O:7].[NH2:17][CH2:18][CH2:19][OH:20], predict the reaction product. (6) Given the reactants [CH3:1][C:2]1[CH:3]=[C:4]([NH:16][C:17]2[C:26]3[C:21](=[CH:22][CH:23]=[C:24]([OH:27])[CH:25]=3)[N:20]=[CH:19][N:18]=2)[CH:5]=[CH:6][C:7]=1[O:8][C:9]1[CH:10]=[N:11][C:12]([CH3:15])=[CH:13][CH:14]=1.[C:28]([O:32][C:33]([N:35]1[CH:38](O)[CH2:37][CH2:36]1)=[O:34])([CH3:31])([CH3:30])[CH3:29], predict the reaction product. The product is: [CH3:1][C:2]1[CH:3]=[C:4]([NH:16][C:17]2[C:26]3[C:21](=[CH:22][CH:23]=[C:24]([O:27][CH:37]4[CH2:36][N:35]([C:33]([O:32][C:28]([CH3:31])([CH3:30])[CH3:29])=[O:34])[CH2:38]4)[CH:25]=3)[N:20]=[CH:19][N:18]=2)[CH:5]=[CH:6][C:7]=1[O:8][C:9]1[CH:10]=[N:11][C:12]([CH3:15])=[CH:13][CH:14]=1. (7) Given the reactants [Br:1][C:2]1[CH:7]=[CH:6][C:5]([F:8])=[CH:4][N:3]=1.[Li+].CC([N-]C(C)C)C.[CH3:17][C:18]([CH3:20])=[O:19], predict the reaction product. The product is: [Br:1][C:2]1[CH:7]=[C:6]([C:18]([OH:19])([CH3:20])[CH3:17])[C:5]([F:8])=[CH:4][N:3]=1. (8) Given the reactants [CH3:1][S:2](Cl)(=[O:4])=[O:3].[OH:6][CH2:7][CH2:8][CH:9]([CH3:29])[O:10][C:11]1[C:12]([C:21]([C:23]2[CH:28]=[CH:27][CH:26]=[CH:25][CH:24]=2)=[O:22])=[CH:13][C:14]2[C:19]([CH:20]=1)=[CH:18][CH:17]=[CH:16][CH:15]=2, predict the reaction product. The product is: [C:21]([C:12]1[C:11]([O:10][CH:9]([CH3:29])[CH2:8][CH2:7][O:6][S:2]([CH3:1])(=[O:4])=[O:3])=[CH:20][C:19]2[C:14]([CH:13]=1)=[CH:15][CH:16]=[CH:17][CH:18]=2)(=[O:22])[C:23]1[CH:28]=[CH:27][CH:26]=[CH:25][CH:24]=1. (9) Given the reactants [NH2:1][C:2]1[N:10]=[CH:9][N:8]=[C:7]2[C:3]=1[NH:4][C:5](=[S:11])[NH:6]2.F[B-](F)(F)F.[CH3:17][O:18][C:19]1[C:24]([C:25]2[CH:30]=[CH:29][CH:28]=[CH:27][CH:26]=2)=[CH:23][C:22]([O:31][CH3:32])=[CH:21][C:20]=1[N+]#N.C([O-])(O)=O.[Na+], predict the reaction product. The product is: [CH3:17][O:18][C:19]1[C:20]([S:11][C:5]2[NH:6][C:7]3[C:3]([N:4]=2)=[C:2]([NH2:1])[N:10]=[CH:9][N:8]=3)=[CH:21][C:22]([O:31][CH3:32])=[CH:23][C:24]=1[C:25]1[CH:30]=[CH:29][CH:28]=[CH:27][CH:26]=1.